This data is from Full USPTO retrosynthesis dataset with 1.9M reactions from patents (1976-2016). The task is: Predict the reactants needed to synthesize the given product. (1) Given the product [Cl:1][C:2]1[C:12]([O:13][CH2:14][CH2:15][N:16]2[CH:20]=[N:19][N:18]=[N:17]2)=[C:11]([Cl:21])[CH:10]=[CH:9][C:3]=1[C:4]([OH:6])=[O:5], predict the reactants needed to synthesize it. The reactants are: [Cl:1][C:2]1[C:12]([O:13][CH2:14][CH2:15][N:16]2[CH:20]=[N:19][N:18]=[N:17]2)=[C:11]([Cl:21])[CH:10]=[CH:9][C:3]=1[C:4]([O:6]CC)=[O:5].[OH-].[Na+]. (2) Given the product [CH3:41][C:38]1([CH3:42])[CH2:39][CH2:40][C:35]([C:13]2[CH:12]=[C:11]([C:8]([CH3:9])([CH3:10])[CH2:7][OH:6])[CH:16]=[CH:15][C:14]=2[NH:17][C:18]([C:20]2[NH:21][CH:22]=[C:23]([C:25]#[N:26])[N:24]=2)=[O:19])=[CH:36][CH2:37]1, predict the reactants needed to synthesize it. The reactants are: C([Si](C)(C)[O:6][CH2:7][C:8]([C:11]1[CH:16]=[CH:15][C:14]([NH:17][C:18]([C:20]2[N:21](COCC[Si](C)(C)C)[CH:22]=[C:23]([C:25]#[N:26])[N:24]=2)=[O:19])=[C:13]([C:35]2[CH2:40][CH2:39][C:38]([CH3:42])([CH3:41])[CH2:37][CH:36]=2)[CH:12]=1)([CH3:10])[CH3:9])(C)(C)C.O.[F-].C([N+](CCCC)(CCCC)CCCC)CCC.CCOC(C)=O.